From a dataset of Full USPTO retrosynthesis dataset with 1.9M reactions from patents (1976-2016). Predict the reactants needed to synthesize the given product. (1) Given the product [Cl:1][C:2]1[N:3]=[C:4]([NH:11][C@H:12]([C:17]2[CH:18]=[CH:19][C:20]([F:23])=[CH:21][CH:22]=2)[C:13]([CH3:16])([OH:15])[CH3:14])[C:5]2[S:10](=[O:24])[CH2:9][CH2:8][C:6]=2[N:7]=1, predict the reactants needed to synthesize it. The reactants are: [Cl:1][C:2]1[N:3]=[C:4]([NH:11][C@H:12]([C:17]2[CH:22]=[CH:21][C:20]([F:23])=[CH:19][CH:18]=2)[C:13]([CH3:16])([OH:15])[CH3:14])[C:5]2[S:10][CH2:9][CH2:8][C:6]=2[N:7]=1.[OH:24]O.N. (2) Given the product [OH:30][C:25]1[CH:26]=[C:27]2[C:22](=[CH:23][CH:24]=1)[CH:21]=[C:20]([CH2:19][NH:18][C:15]([C:10]1[CH:9]=[N:8][N:7]([C:1]3[CH:6]=[CH:5][CH:4]=[CH:3][CH:2]=3)[C:11]=1[CH2:12][CH2:13][CH3:14])=[O:16])[CH:29]=[CH:28]2, predict the reactants needed to synthesize it. The reactants are: [C:1]1([N:7]2[C:11]([CH2:12][CH2:13][CH3:14])=[C:10]([C:15](Cl)=[O:16])[CH:9]=[N:8]2)[CH:6]=[CH:5][CH:4]=[CH:3][CH:2]=1.[NH2:18][CH2:19][C:20]1[CH:21]=[C:22]2[C:27](=[CH:28][CH:29]=1)[CH:26]=[C:25]([OH:30])[CH:24]=[CH:23]2.N1C=CC=CC=1. (3) Given the product [Br:1][C:2]1[CH:3]=[C:4]([N+:9]([O-:11])=[O:10])[C:5]([N:12]2[CH2:17][CH2:16][CH2:15][CH2:14][CH2:13]2)=[N:6][CH:7]=1, predict the reactants needed to synthesize it. The reactants are: [Br:1][C:2]1[CH:3]=[C:4]([N+:9]([O-:11])=[O:10])[C:5](Cl)=[N:6][CH:7]=1.[NH:12]1[CH2:17][CH2:16][CH2:15][CH2:14][CH2:13]1. (4) Given the product [CH2:1]([O:8][C:9]1[CH:10]=[CH:11][C:12]([CH2:15][CH:16]2[NH:21][C:20](=[O:22])[CH:19]([CH2:23][C:24]3[CH:29]=[CH:28][C:27]([O:30][CH2:31][C:32]4[CH:37]=[CH:36][CH:35]=[CH:34][CH:33]=4)=[CH:26][N:25]=3)[NH:18][C:17]2=[O:38])=[N:13][CH:14]=1)[C:2]1[CH:7]=[CH:6][CH:5]=[CH:4][CH:3]=1, predict the reactants needed to synthesize it. The reactants are: [CH2:1]([O:8][C:9]1[CH:10]=[CH:11][C:12]([CH:15]=[C:16]2[NH:21][C:20](=[O:22])[C:19](=[CH:23][C:24]3[CH:29]=[CH:28][C:27]([O:30][CH2:31][C:32]4[CH:37]=[CH:36][CH:35]=[CH:34][CH:33]=4)=[CH:26][N:25]=3)[NH:18][C:17]2=[O:38])=[N:13][CH:14]=1)[C:2]1[CH:7]=[CH:6][CH:5]=[CH:4][CH:3]=1.